From a dataset of Full USPTO retrosynthesis dataset with 1.9M reactions from patents (1976-2016). Predict the reactants needed to synthesize the given product. (1) Given the product [CH3:1][O:2][C:3]1[CH:8]=[C:7]([CH2:9][CH:10]([NH2:12])[CH3:11])[CH:6]=[CH:5][C:4]=1[CH3:15], predict the reactants needed to synthesize it. The reactants are: [CH3:1][O:2][C:3]1[CH:8]=[C:7]([CH:9]=[C:10]([N+:12]([O-])=O)[CH3:11])[CH:6]=[CH:5][C:4]=1[CH3:15]. (2) The reactants are: [CH2:1]([O:3][C:4](=[O:18])[C:5]1[CH:10]=[C:9](O)[C:8]([O:12][CH2:13][CH3:14])=[C:7]([O:15][CH2:16][CH3:17])[CH:6]=1)[CH3:2].[Cl:19][C:20]1[CH:25]=[C:24]([Cl:26])[CH:23]=[CH:22][C:21]=1[CH2:27][CH2:28][OH:29].C1(P(C2C=CC=CC=2)C2C=CC=CC=2)C=CC=CC=1.CCOC(/N=N/C(OCC)=O)=O. Given the product [CH2:1]([O:3][C:4](=[O:18])[C:5]1[CH:6]=[C:7]([O:15][CH2:16][CH3:17])[C:8]([O:12][CH2:13][CH3:14])=[C:9]([O:29][CH2:28][CH2:27][C:21]2[CH:22]=[CH:23][C:24]([Cl:26])=[CH:25][C:20]=2[Cl:19])[CH:10]=1)[CH3:2], predict the reactants needed to synthesize it. (3) Given the product [CH2:23]([O:22][P:21]([CH2:26][C:27]1[CH:32]=[CH:31][C:30]([NH:33][C:7]2[N:12]=[C:11]([Cl:13])[C:10]([C:14]([F:17])([F:16])[F:15])=[CH:9][N:8]=2)=[C:29]([O:34][CH3:35])[CH:28]=1)(=[O:25])[O:20][CH2:18][CH3:19])[CH3:24], predict the reactants needed to synthesize it. The reactants are: CCOCC.Cl[C:7]1[N:12]=[C:11]([Cl:13])[C:10]([C:14]([F:17])([F:16])[F:15])=[CH:9][N:8]=1.[CH2:18]([O:20][P:21]([CH2:26][C:27]1[CH:32]=[CH:31][C:30]([NH2:33])=[C:29]([O:34][CH3:35])[CH:28]=1)(=[O:25])[O:22][CH2:23][CH3:24])[CH3:19].C(N(CC)CC)C. (4) Given the product [C:13]([O:17][C:18]([N:20]1[CH2:25][CH2:24][N:23]([C:26]2[CH:31]=[CH:30][CH:29]=[CH:28][C:27]=2[C:32]2[CH:37]=[CH:36][C:35]([CH2:38][N:9]3[C:10]4[C:6](=[CH:5][C:4]([F:3])=[CH:12][CH:11]=4)[CH:7]=[CH:8]3)=[CH:34][CH:33]=2)[CH2:22][CH2:21]1)=[O:19])([CH3:16])([CH3:15])[CH3:14], predict the reactants needed to synthesize it. The reactants are: [OH-].[Na+].[F:3][C:4]1[CH:5]=[C:6]2[C:10](=[CH:11][CH:12]=1)[NH:9][CH:8]=[CH:7]2.[C:13]([O:17][C:18]([N:20]1[CH2:25][CH2:24][N:23]([C:26]2[CH:31]=[CH:30][CH:29]=[CH:28][C:27]=2[C:32]2[CH:37]=[CH:36][C:35]([CH2:38]OS(C)(=O)=O)=[CH:34][CH:33]=2)[CH2:22][CH2:21]1)=[O:19])([CH3:16])([CH3:15])[CH3:14]. (5) Given the product [C:9]1([NH:8][C:4]2[CH:3]=[C:2]([C:23]3[CH:24]=[C:19]([NH:18][C:15](=[O:17])[CH3:16])[CH:20]=[CH:21][CH:22]=3)[CH:7]=[N:6][CH:5]=2)[CH:14]=[CH:13][CH:12]=[CH:11][CH:10]=1, predict the reactants needed to synthesize it. The reactants are: Br[C:2]1[CH:3]=[C:4]([NH:8][C:9]2[CH:14]=[CH:13][CH:12]=[CH:11][CH:10]=2)[CH:5]=[N:6][CH:7]=1.[C:15]([NH:18][C:19]1[CH:20]=[C:21](B(O)O)[CH:22]=[CH:23][CH:24]=1)(=[O:17])[CH3:16].C([O-])(O)=O.[Na+].C1(P(C2C=CC=CC=2)C2C=CC=CC=2)C=CC=CC=1.